Dataset: Forward reaction prediction with 1.9M reactions from USPTO patents (1976-2016). Task: Predict the product of the given reaction. (1) Given the reactants [N:1]1([C:6]2[CH:28]=[CH:27][C:9]([CH2:10][N:11]3[C:20]4[C:15](=[CH:16][CH:17]=[CH:18][CH:19]=4)[C:14](=S)[C:13]([C:22]([O:24]CC)=O)=[N:12]3)=[CH:8][CH:7]=2)[CH:5]=[CH:4][CH:3]=[N:2]1.[NH2:29][NH2:30], predict the reaction product. The product is: [N:1]1([C:6]2[CH:7]=[CH:8][C:9]([CH2:10][N:11]3[C:20]4[CH:19]=[CH:18][CH:17]=[CH:16][C:15]=4[C:14]4=[N:29][NH:30][C:22](=[O:24])[C:13]4=[N:12]3)=[CH:27][CH:28]=2)[CH:5]=[CH:4][CH:3]=[N:2]1. (2) Given the reactants [NH2:1][C:2]1[C:3]([C:7]2[NH:23][C:10]3=[CH:11][C:12]4[C:13]([CH3:22])([CH3:21])[C:14](=[O:20])[N:15]([CH2:18][CH3:19])[C:16]=4[CH:17]=[C:9]3[N:8]=2)=[N:4][NH:5][CH:6]=1.[CH:24]1([CH2:29][C:30](O)=[O:31])[CH2:28][CH2:27][CH2:26][CH2:25]1, predict the reaction product. The product is: [CH:24]1([CH2:29][C:30]([NH:1][C:2]2[C:3]([C:7]3[NH:23][C:10]4=[CH:11][C:12]5[C:13]([CH3:22])([CH3:21])[C:14](=[O:20])[N:15]([CH2:18][CH3:19])[C:16]=5[CH:17]=[C:9]4[N:8]=3)=[N:4][NH:5][CH:6]=2)=[O:31])[CH2:28][CH2:27][CH2:26][CH2:25]1.